From a dataset of Forward reaction prediction with 1.9M reactions from USPTO patents (1976-2016). Predict the product of the given reaction. (1) Given the reactants [C:1]([O:5][C:6]([N:8]1[CH2:13][CH2:12][C:11](=[C:14](I)[C:15]2[CH:20]=[CH:19][CH:18]=[CH:17][CH:16]=2)[CH2:10][CH2:9]1)=[O:7])([CH3:4])([CH3:3])[CH3:2].[OH:22][CH2:23][C:24]1[CH:25]=[C:26](B(O)O)[CH:27]=[CH:28][CH:29]=1.C(=O)([O-])[O-].[Na+].[Na+], predict the reaction product. The product is: [C:1]([O:5][C:6]([N:8]1[CH2:9][CH2:10][C:11](=[C:14]([C:15]2[CH:16]=[CH:17][CH:18]=[CH:19][CH:20]=2)[C:26]2[CH:27]=[CH:28][CH:29]=[C:24]([CH2:23][OH:22])[CH:25]=2)[CH2:12][CH2:13]1)=[O:7])([CH3:4])([CH3:2])[CH3:3]. (2) Given the reactants [CH2:1]([O:8][C:9]1[CH:10]=[C:11]([CH2:19][C:20]([OH:22])=[O:21])[CH:12]=[C:13]([C:15]([F:18])([F:17])[F:16])[CH:14]=1)[C:2]1[CH:7]=[CH:6][CH:5]=[CH:4][CH:3]=1.S(=O)(=O)(O)O.[CH3:28][CH2:29]O, predict the reaction product. The product is: [CH2:28]([O:21][C:20](=[O:22])[CH2:19][C:11]1[CH:12]=[C:13]([C:15]([F:17])([F:18])[F:16])[CH:14]=[C:9]([O:8][CH2:1][C:2]2[CH:3]=[CH:4][CH:5]=[CH:6][CH:7]=2)[CH:10]=1)[CH3:29]. (3) Given the reactants [Br:1][C:2]1[CH:3]=[C:4]2[C:8](=[C:9]([CH:11]([O:13][CH2:14][C:15]3([C:28]4[CH:33]=[CH:32][C:31]([F:34])=[CH:30][CH:29]=4)[CH2:20][CH2:19][N:18]([C:21]([O:23][C:24]([CH3:27])([CH3:26])[CH3:25])=[O:22])[CH2:17][CH2:16]3)[CH3:12])[CH:10]=1)[N:7](COCC[Si](C)(C)C)[N:6]=[CH:5]2.N1CCCCC1.C(OC(OC(C)(C)C)=O)(OC(C)(C)C)=O, predict the reaction product. The product is: [Br:1][C:2]1[CH:3]=[C:4]2[C:8](=[C:9]([CH:11]([O:13][CH2:14][C:15]3([C:28]4[CH:29]=[CH:30][C:31]([F:34])=[CH:32][CH:33]=4)[CH2:20][CH2:19][N:18]([C:21]([O:23][C:24]([CH3:26])([CH3:27])[CH3:25])=[O:22])[CH2:17][CH2:16]3)[CH3:12])[CH:10]=1)[NH:7][N:6]=[CH:5]2. (4) Given the reactants S(S([O-])=O)([O-])=O.[Na+].[Na+].[Cl:9][CH2:10][CH2:11][CH2:12][CH2:13][CH2:14][NH:15][C:16]1[C:21]([N+:22]([O-])=O)=[C:20]([O:25][C:26]2[CH:31]=[CH:30][CH:29]=[CH:28][CH:27]=2)[N:19]=[C:18]([CH3:32])[C:17]=1[CH3:33], predict the reaction product. The product is: [Cl:9][CH2:10][CH2:11][CH2:12][CH2:13][CH2:14][NH:15][C:16]1[C:17]([CH3:33])=[C:18]([CH3:32])[N:19]=[C:20]([O:25][C:26]2[CH:27]=[CH:28][CH:29]=[CH:30][CH:31]=2)[C:21]=1[NH2:22]. (5) Given the reactants [F:1][C:2]1[CH:3]=[CH:4][C:5]([O:26][CH3:27])=[C:6]([C:8]2[CH:13]=[CH:12][N:11]=[C:10]3[NH:14][C:15]([C:17]4[CH2:18][CH2:19][N:20]([CH2:23][CH2:24][NH2:25])[CH2:21][CH:22]=4)=[CH:16][C:9]=23)[CH:7]=1.C(N(CC)CC)C.[CH3:35][S:36](Cl)(=[O:38])=[O:37], predict the reaction product. The product is: [F:1][C:2]1[CH:3]=[CH:4][C:5]([O:26][CH3:27])=[C:6]([C:8]2[CH:13]=[CH:12][N:11]=[C:10]3[NH:14][C:15]([C:17]4[CH2:18][CH2:19][N:20]([CH2:23][CH2:24][NH:25][S:36]([CH3:35])(=[O:38])=[O:37])[CH2:21][CH:22]=4)=[CH:16][C:9]=23)[CH:7]=1. (6) Given the reactants Cl[C:2]1[CH:7]=[CH:6][N:5]=[CH:4][C:3]=1[N+:8]([O-:10])=[O:9].[F:11][C:12]1[C:17]([F:18])=[CH:16][CH:15]=[CH:14][C:13]=1[NH2:19], predict the reaction product. The product is: [F:11][C:12]1[C:17]([F:18])=[CH:16][CH:15]=[CH:14][C:13]=1[NH:19][C:2]1[CH:7]=[CH:6][N:5]=[CH:4][C:3]=1[N+:8]([O-:10])=[O:9]. (7) Given the reactants [S:1]1[C:5]2[CH:6]=[CH:7][CH:8]=[CH:9][C:4]=2[N:3]=[C:2]1[NH:10][C:11]([C:13]1[CH:14]=[CH:15][CH:16]=[C:17]2[C:22]=1[CH2:21][N:20]([C:23]1[S:24][C:25]([CH2:31][CH2:32][CH2:33][O:34][C:35]3[CH:40]=[CH:39][C:38]([NH:41]C(OC(C)(C)C)=O)=[CH:37][CH:36]=3)=[C:26]([C:28]([OH:30])=[O:29])[N:27]=1)[CH2:19][CH2:18]2)=[O:12].C(O)(C(F)(F)F)=O, predict the reaction product. The product is: [NH2:41][C:38]1[CH:37]=[CH:36][C:35]([O:34][CH2:33][CH2:32][CH2:31][C:25]2[S:24][C:23]([N:20]3[CH2:19][CH2:18][C:17]4[C:22](=[C:13]([C:11](=[O:12])[NH:10][C:2]5[S:1][C:5]6[CH:6]=[CH:7][CH:8]=[CH:9][C:4]=6[N:3]=5)[CH:14]=[CH:15][CH:16]=4)[CH2:21]3)=[N:27][C:26]=2[C:28]([OH:30])=[O:29])=[CH:40][CH:39]=1.